This data is from Reaction yield outcomes from USPTO patents with 853,638 reactions. The task is: Predict the reaction yield, written as a fraction of the theoretical maximum amount of product (1.0 means a 100% yield; for example, 0.34 means a 34% yield). (1) The reactants are [S:1]([N:11]1[C:19]2[C:14](=[N:15][C:16]([NH:20][CH2:21][C:22]([NH2:24])=O)=[CH:17][N:18]=2)[CH:13]=[CH:12]1)([C:4]1[CH:10]=[CH:9][C:7]([CH3:8])=[CH:6][CH:5]=1)(=[O:3])=[O:2].O=P(Cl)(Cl)Cl. The catalyst is C(Cl)Cl.CO. The product is [S:1]([N:11]1[C:19]2[N:18]=[CH:17][C:16]3[N:15]([C:22]([NH2:24])=[CH:21][N:20]=3)[C:14]=2[CH:13]=[CH:12]1)([C:4]1[CH:10]=[CH:9][C:7]([CH3:8])=[CH:6][CH:5]=1)(=[O:3])=[O:2]. The yield is 0.430. (2) The reactants are [CH3:1][O:2][C:3]1[CH:4]=[C:5]2[C:10](=[CH:11][CH:12]=1)[C:9]([C:13](=[O:29])[C:14]1[CH:19]=[CH:18][C:17]([O:20][CH2:21][CH2:22][N:23]3[CH2:28][CH2:27][CH2:26][CH2:25][CH2:24]3)=[CH:16][CH:15]=1)=[C:8](OS(C(F)(F)F)(=O)=O)[CH:7]=[CH:6]2.C1(P(C2CCCCC2)C2CCCCC2)CCCCC1.[F-].[Cs+].[F:59][C:60]1[CH:65]=[CH:64][C:63]([F:66])=[CH:62][C:61]=1B(O)O. The catalyst is C(#N)C.CC([O-])=O.CC([O-])=O.[Pd+2]. The product is [F:59][C:60]1[CH:65]=[CH:64][C:63]([F:66])=[CH:62][C:61]=1[C:8]1[CH:7]=[CH:6][C:5]2[C:10](=[CH:11][CH:12]=[C:3]([O:2][CH3:1])[CH:4]=2)[C:9]=1[C:13]([C:14]1[CH:15]=[CH:16][C:17]([O:20][CH2:21][CH2:22][N:23]2[CH2:28][CH2:27][CH2:26][CH2:25][CH2:24]2)=[CH:18][CH:19]=1)=[O:29]. The yield is 0.680. (3) The reactants are [Cl:1][C:2]1[CH:7]=[C:6]([C:8]2[N:12]=[C:11]([C:13]3[N:14]=[C:15]4[C:20]([Cl:21])=[CH:19][C:18]([C:22]([F:25])([F:24])[F:23])=[CH:17][N:16]4[CH:26]=3)[O:10][N:9]=2)[C:5]([Cl:27])=[CH:4][C:3]=1[OH:28].[OH-].[Na+].[CH2:31]1[O:34][C@H:32]1[CH3:33]. The catalyst is C1COCC1.CCOC(C)=O. The yield is 0.730. The product is [Cl:1][C:2]1[CH:7]=[C:6]([C:8]2[N:12]=[C:11]([C:13]3[N:14]=[C:15]4[C:20]([Cl:21])=[CH:19][C:18]([C:22]([F:23])([F:25])[F:24])=[CH:17][N:16]4[CH:26]=3)[O:10][N:9]=2)[C:5]([Cl:27])=[CH:4][C:3]=1[O:28][CH2:31][C@@H:32]([OH:34])[CH3:33]. (4) The reactants are Cl[C:2]1[CH:7]=[CH:6][C:5]([N+:8]([O-])=O)=[CH:4][N:3]=1.[CH3:11][N:12]([CH3:18])[CH:13]1[CH2:17][CH2:16][NH:15][CH2:14]1. No catalyst specified. The product is [CH3:11][N:12]([CH3:18])[CH:13]1[CH2:17][CH2:16][N:15]([C:2]2[N:3]=[CH:4][C:5]([NH2:8])=[CH:6][CH:7]=2)[CH2:14]1. The yield is 0.560. (5) The reactants are C([O:5][C:6](=[O:36])[CH2:7][O:8][C:9]1[C:18]2[CH2:17][CH2:16][CH2:15][C@@H:14]([NH:19][S:20]([C:23]3[CH:28]=[CH:27][C:26]([C:29]4[CH:34]=[CH:33][CH:32]=[CH:31][C:30]=4[Cl:35])=[CH:25][CH:24]=3)(=[O:22])=[O:21])[C:13]=2[CH:12]=[CH:11][CH:10]=1)(C)(C)C.[OH-].[Li+]. The catalyst is O1CCCC1. The product is [Cl:35][C:30]1[CH:31]=[CH:32][CH:33]=[CH:34][C:29]=1[C:26]1[CH:27]=[CH:28][C:23]([S:20]([NH:19][C@@H:14]2[CH2:15][CH2:16][CH2:17][C:18]3[C:9]([O:8][CH2:7][C:6]([OH:36])=[O:5])=[CH:10][CH:11]=[CH:12][C:13]2=3)(=[O:21])=[O:22])=[CH:24][CH:25]=1. The yield is 0.430.